The task is: Predict the reactants needed to synthesize the given product.. This data is from Full USPTO retrosynthesis dataset with 1.9M reactions from patents (1976-2016). (1) Given the product [ClH:24].[CH3:1][O:2][C:3](=[O:23])[CH:4]([NH:14][CH3:15])[CH2:5][O:6][CH2:7][C:8]1[CH:13]=[CH:12][CH:11]=[CH:10][CH:9]=1, predict the reactants needed to synthesize it. The reactants are: [CH3:1][O:2][C:3](=[O:23])[CH:4]([N:14](C(OC(C)(C)C)=O)[CH3:15])[CH2:5][O:6][CH2:7][C:8]1[CH:13]=[CH:12][CH:11]=[CH:10][CH:9]=1.[ClH:24]. (2) The reactants are: [Cl:1][C:2]1[CH:10]=[C:9]2[C:5]([C:6](O)([C:12]3[CH:13]=[N:14][N:15]([CH3:17])[CH:16]=3)[C:7](=[O:11])[NH:8]2)=[CH:4][CH:3]=1.C([SiH](CC)CC)C.FC(F)(F)C(O)=O.C(=O)([O-])[O-].[Na+].[Na+]. Given the product [Cl:1][C:2]1[CH:10]=[C:9]2[C:5]([CH:6]([C:12]3[CH:13]=[N:14][N:15]([CH3:17])[CH:16]=3)[C:7](=[O:11])[NH:8]2)=[CH:4][CH:3]=1, predict the reactants needed to synthesize it.